Dataset: Experimental lipophilicity measurements (octanol/water distribution) for 4,200 compounds from AstraZeneca. Task: Regression/Classification. Given a drug SMILES string, predict its absorption, distribution, metabolism, or excretion properties. Task type varies by dataset: regression for continuous measurements (e.g., permeability, clearance, half-life) or binary classification for categorical outcomes (e.g., BBB penetration, CYP inhibition). For this dataset (lipophilicity_astrazeneca), we predict Y. (1) The compound is CNS(=O)(=O)Nc1ccc(-c2ccccc2)n(CC(=O)NC(C(=O)C(F)(F)F)C(C)C)c1=O. The Y is 1.79 logD. (2) The molecule is Cc1c(CN2CCN(C(=O)[C@H](C)O)CC2)sc2c(N3CCOCC3)nc(-c3cnc(N)nc3)nc12. The Y is 1.90 logD. (3) The drug is Cc1oc2cc(O)ccc2c(=O)c1-c1ccccc1. The Y is 2.95 logD. (4) The drug is O=C(CCc1ccccc1)c1ccccc1. The Y is 3.77 logD. (5) The drug is COc1ccccc1N1CCN(CCN(C(=O)C2CCCCC2)c2ccccn2)CC1. The Y is 3.00 logD. (6) The molecule is COc1ccc(N2CCN(C(=O)[C@@H]3CCCC[C@H]3C(=O)NC3(C#N)CC3)CC2)cc1OC. The Y is 1.40 logD.